This data is from Full USPTO retrosynthesis dataset with 1.9M reactions from patents (1976-2016). The task is: Predict the reactants needed to synthesize the given product. (1) Given the product [NH2:1][C:2]1[C:3]([C:16]2[CH:24]=[CH:23][C:19]([C:20]([NH:27][C@@H:28]([C:31]3[CH:36]=[C:35]([F:37])[CH:34]=[C:33]([Br:38])[CH:32]=3)[CH2:29][OH:30])=[O:21])=[C:18]([F:25])[CH:17]=2)=[N:4][C:5]([C@H:8]2[CH2:13][CH2:12][C@H:11]([OH:14])[C@@H:10]([F:15])[CH2:9]2)=[CH:6][N:7]=1, predict the reactants needed to synthesize it. The reactants are: [NH2:1][C:2]1[C:3]([C:16]2[CH:24]=[CH:23][C:19]([C:20](O)=[O:21])=[C:18]([F:25])[CH:17]=2)=[N:4][C:5]([C@H:8]2[CH2:13][CH2:12][C@H:11]([OH:14])[C@@H:10]([F:15])[CH2:9]2)=[CH:6][N:7]=1.Cl.[NH2:27][C@@H:28]([C:31]1[CH:36]=[C:35]([F:37])[CH:34]=[C:33]([Br:38])[CH:32]=1)[CH2:29][OH:30].C(Cl)CCl.CCN(C(C)C)C(C)C.C(O)(C(F)(F)F)=O. (2) Given the product [CH2:9]([O:11][C:12](=[O:36])[CH:13]([O:35][C:5]([CH3:8])([CH3:7])[CH3:6])[C:14]1[C:15]([CH3:34])=[N:16][C:17]2[S:18][C:19]3[CH2:20][O:21][CH2:22][CH2:23][C:24]=3[C:25]=2[C:26]=1[C:27]1[CH:28]=[CH:29][C:30]([CH3:33])=[CH:31][CH:32]=1)[CH3:10], predict the reactants needed to synthesize it. The reactants are: C(O[C:5]([CH3:8])([CH3:7])[CH3:6])(=O)C.[CH2:9]([O:11][C:12](=[O:36])[CH:13]([OH:35])[C:14]1[C:15]([CH3:34])=[N:16][C:17]2[S:18][C:19]3[CH2:20][O:21][CH2:22][CH2:23][C:24]=3[C:25]=2[C:26]=1[C:27]1[CH:32]=[CH:31][C:30]([CH3:33])=[CH:29][CH:28]=1)[CH3:10].S(=O)(=O)(O)O.C(=O)(O)[O-].[Na+]. (3) Given the product [Br:1][C:2]1[CH:3]=[CH:4][C:5]([O:8][CH2:53][C:48]2[CH:49]=[CH:50][CH:51]=[CH:52][C:47]=2[O:40][C:41]2[CH:46]=[CH:45][CH:44]=[CH:43][CH:42]=2)=[CH:6][N:7]=1, predict the reactants needed to synthesize it. The reactants are: [Br:1][C:2]1[N:7]=[CH:6][C:5]([OH:8])=[CH:4][CH:3]=1.C1(P(C2C=CC=CC=2)C2C=CC=CC=2)C=CC=CC=1.N(C(OCC)=O)=NC(OCC)=O.[O:40]([C:47]1[CH:52]=[CH:51][CH:50]=[CH:49][C:48]=1[CH2:53]O)[C:41]1[CH:46]=[CH:45][CH:44]=[CH:43][CH:42]=1. (4) Given the product [OH:25][C@H:24]1[CH2:23][CH2:22][CH2:21][C@@H:20]2[C@:15]1([C:12]1[CH:11]=[CH:10][C:9]([OH:8])=[CH:14][CH:13]=1)[CH2:16][CH2:17][C:18](=[O:27])[C@H:19]2[CH3:26], predict the reactants needed to synthesize it. The reactants are: C([O:8][C:9]1[CH:14]=[CH:13][C:12]([C@@:15]23[C@@H:24]([OH:25])[CH2:23][CH2:22][CH2:21][C:20]2=[C:19]([CH3:26])[C:18](=[O:27])[CH2:17][CH2:16]3)=[CH:11][CH:10]=1)C1C=CC=CC=1.O1CCCC1.